From a dataset of Reaction yield outcomes from USPTO patents with 853,638 reactions. Predict the reaction yield, written as a fraction of the theoretical maximum amount of product (1.0 means a 100% yield; for example, 0.34 means a 34% yield). (1) The reactants are [N+:1]([C:4]1[CH:9]=[CH:8][C:7]([CH2:10][CH:11]([NH:13][CH2:14][C:15]2[CH:20]=[CH:19][CH:18]=[CH:17][CH:16]=2)[CH3:12])=[CH:6][CH:5]=1)([O-:3])=[O:2].C(O)(=O)[C@H](C1C=CC=CC=1)O. No catalyst specified. The product is [N+:1]([C:4]1[CH:5]=[CH:6][C:7]([CH2:10][C@H:11]([NH:13][CH2:14][C:15]2[CH:16]=[CH:17][CH:18]=[CH:19][CH:20]=2)[CH3:12])=[CH:8][CH:9]=1)([O-:3])=[O:2]. The yield is 0.490. (2) The reactants are [CH3:1][C:2]1[CH:7]=[CH:6][CH:5]=[CH:4][C:3]=1B(O)O.Cl[C:12]1[CH:17]=[CH:16][C:15]([C:18]2[C:27]3[C:22](=[CH:23][C:24]([S:28]([NH:31][C:32]4[CH:37]=[CH:36][N:35]=[CH:34][N:33]=4)(=[O:30])=[O:29])=[CH:25][CH:26]=3)[CH:21]=[CH:20][N:19]=2)=[C:14]([O:38][CH3:39])[CH:13]=1.P([O-])([O-])([O-])=O.[K+].[K+].[K+].O1CCOCC1. The catalyst is O. The product is [CH3:39][O:38][C:14]1[CH:13]=[C:12]([C:3]2[CH:4]=[CH:5][CH:6]=[CH:7][C:2]=2[CH3:1])[CH:17]=[CH:16][C:15]=1[C:18]1[C:27]2[C:22](=[CH:23][C:24]([S:28]([NH:31][C:32]3[CH:37]=[CH:36][N:35]=[CH:34][N:33]=3)(=[O:30])=[O:29])=[CH:25][CH:26]=2)[CH:21]=[CH:20][N:19]=1. The yield is 0.326.